Predict which catalyst facilitates the given reaction. From a dataset of Catalyst prediction with 721,799 reactions and 888 catalyst types from USPTO. (1) Reactant: C[O:2][C:3]([C@@H:5]1[CH2:13][C:12]2[C:7](=[CH:8][CH:9]=[CH:10][CH:11]=2)[N:6]1[C:14](=[O:34])[C:15]1[CH:20]=[C:19]([O:21][CH3:22])[C:18]([O:23][CH2:24][C:25]2[CH:30]=[CH:29][CH:28]=[CH:27][CH:26]=2)=[CH:17][C:16]=1[N+:31]([O-:33])=[O:32])=O.CC(C[Al]CC(C)C)C. The catalyst class is: 426. Product: [CH3:22][O:21][C:19]1[C:18]([O:23][CH2:24][C:25]2[CH:30]=[CH:29][CH:28]=[CH:27][CH:26]=2)=[CH:17][C:16]([N+:31]([O-:33])=[O:32])=[C:15]([CH:20]=1)[C:14]([N:6]1[C:7]2[C:12](=[CH:11][CH:10]=[CH:9][CH:8]=2)[CH2:13][C@H:5]1[CH:3]=[O:2])=[O:34]. (2) Reactant: [F:1][C:2]1[CH:3]=[C:4]([F:16])[C:5]2[C:6]3[CH2:14][N:13]([CH3:15])[CH2:12][CH2:11][C:7]=3[NH:8][C:9]=2[CH:10]=1.[F:17][C:18]([F:28])([F:27])[C:19]1[CH:24]=[CH:23][C:22]([CH:25]=[CH2:26])=[CH:21][N:20]=1.[OH-].[K+]. Product: [F:1][C:2]1[CH:3]=[C:4]([F:16])[C:5]2[C:6]3[CH2:14][N:13]([CH3:15])[CH2:12][CH2:11][C:7]=3[N:8]([CH2:26][CH2:25][C:22]3[CH:21]=[N:20][C:19]([C:18]([F:28])([F:17])[F:27])=[CH:24][CH:23]=3)[C:9]=2[CH:10]=1. The catalyst class is: 37. (3) Reactant: [N:1]([CH2:4][CH2:5][O:6][CH2:7][CH2:8][O:9][CH2:10][CH2:11][O:12][CH2:13][CH2:14][NH:15][S:16]([C:19]1[CH:41]=[CH:40][C:22]([O:23][C:24]2[C:29]([F:30])=[CH:28][C:27](/[CH:31]=[C:32](\[CH3:38])/[C:33]([O:35][CH2:36][CH3:37])=[O:34])=[CH:26][C:25]=2[F:39])=[CH:21][CH:20]=1)(=[O:18])=[O:17])=[N+]=[N-].CP(C)C. Product: [NH2:1][CH2:4][CH2:5][O:6][CH2:7][CH2:8][O:9][CH2:10][CH2:11][O:12][CH2:13][CH2:14][NH:15][S:16]([C:19]1[CH:41]=[CH:40][C:22]([O:23][C:24]2[C:25]([F:39])=[CH:26][C:27](/[CH:31]=[C:32](\[CH3:38])/[C:33]([O:35][CH2:36][CH3:37])=[O:34])=[CH:28][C:29]=2[F:30])=[CH:21][CH:20]=1)(=[O:18])=[O:17]. The catalyst class is: 20. (4) The catalyst class is: 22. Product: [Cl:12][C:5]1[CH:6]=[C:7]([CH3:8])[C:2]([CH3:1])=[CH:3][N:4]=1. Reactant: [CH3:1][C:2]1[CH:3]=[N+:4]([O-])[CH:5]=[CH:6][C:7]=1[CH3:8].O=P(Cl)(Cl)[Cl:12]. (5) Reactant: P(Cl)(Cl)([Cl:3])=O.[Cl:6][C:7]1[CH:8]=[C:9]([C:13]2[C:22]3[C:17](=[CH:18][CH:19]=[C:20]([C:23]([N:25]([O:27][CH3:28])[CH3:26])=[O:24])[CH:21]=3)[N:16]=[C:15](OC)[N:14]=2)[CH:10]=[CH:11][CH:12]=1. Product: [Cl:3][C:15]1[N:14]=[C:13]([C:9]2[CH:10]=[CH:11][CH:12]=[C:7]([Cl:6])[CH:8]=2)[C:22]2[C:17](=[CH:18][CH:19]=[C:20]([C:23]([N:25]([O:27][CH3:28])[CH3:26])=[O:24])[CH:21]=2)[N:16]=1. The catalyst class is: 3. (6) Reactant: Cl.FC1C=C(C=CC=1)CN1C=C(C2C3C(=NC=C(C4C=CC(C5CCNCC5)=CC=4)C=3)N(S(C3C=CC(C)=CC=3)(=O)=O)C=2)C=N1.[N:46]1[CH:51]=[CH:50][CH:49]=[C:48]([CH2:52][N:53]2[CH:57]=[C:56]([C:58]3[C:66]4[C:61](=[N:62][CH:63]=[C:64]([C:67]5[CH:72]=[CH:71][C:70]([CH:73]6[CH2:78][CH2:77][N:76]([C:79]([O:81][C:82]([CH3:85])([CH3:84])[CH3:83])=[O:80])[CH2:75][CH2:74]6)=[CH:69][CH:68]=5)[CH:65]=4)[N:60](S(C4C=CC(C)=CC=4)(=O)=O)[CH:59]=3)[CH:55]=[N:54]2)[CH:47]=1.[OH-].[Li+]. Product: [N:46]1[CH:51]=[CH:50][CH:49]=[C:48]([CH2:52][N:53]2[CH:57]=[C:56]([C:58]3[C:66]4[C:61](=[N:62][CH:63]=[C:64]([C:67]5[CH:68]=[CH:69][C:70]([CH:73]6[CH2:74][CH2:75][N:76]([C:79]([O:81][C:82]([CH3:85])([CH3:84])[CH3:83])=[O:80])[CH2:77][CH2:78]6)=[CH:71][CH:72]=5)[CH:65]=4)[NH:60][CH:59]=3)[CH:55]=[N:54]2)[CH:47]=1. The catalyst class is: 87.